Dataset: Full USPTO retrosynthesis dataset with 1.9M reactions from patents (1976-2016). Task: Predict the reactants needed to synthesize the given product. (1) Given the product [OH:1][C:2]1[CH:10]=[C:9]([NH:11][S:12]([C:15]2[CH:20]=[CH:19][CH:18]=[C:17]([CH:21]([OH:23])[CH3:22])[CH:16]=2)(=[O:14])=[O:13])[CH:8]=[CH:7][C:3]=1[C:4]([O:6][CH3:24])=[O:5], predict the reactants needed to synthesize it. The reactants are: [OH:1][C:2]1[CH:10]=[C:9]([NH:11][S:12]([C:15]2[CH:20]=[CH:19][CH:18]=[C:17]([CH:21]([OH:23])[CH3:22])[CH:16]=2)(=[O:14])=[O:13])[CH:8]=[CH:7][C:3]=1[C:4]([OH:6])=[O:5].[C:24](N1C=CN=C1)(N1C=CN=C1)=O.CO.N1C=CC=CC=1. (2) Given the product [C:29]([CH:8]1[CH2:7][CH:6]2[CH2:5][CH:9]1[CH:10]([CH:14]=[O:15])[CH2:11]2)#[N:41], predict the reactants needed to synthesize it. The reactants are: [C]=O.[H][H].[CH3:5][C:6]1[C:11]2CO[C:14](=[O:15])[C:10]=2[C:9](O[C@@H]2O[C@H](C(O)=O)[C@@H](O)[C@H](O)[C@H]2O)=[C:8]([CH2:29]/C=C(/CCC(O)=O)\C)[C:7]=1OC.C(C1CC2CC1CC2C=O)#[N:41]. (3) The reactants are: [Br:1][C:2]1[CH:7]=[CH:6][C:5]([OH:8])=[CH:4][C:3]=1[F:9].[C:10](=O)([O-])[O-].[Cs+].[Cs+].CI.O. Given the product [Br:1][C:2]1[CH:7]=[CH:6][C:5]([O:8][CH3:10])=[CH:4][C:3]=1[F:9], predict the reactants needed to synthesize it. (4) Given the product [ClH:28].[OH:41][CH2:40][CH2:39][CH:36]1[CH2:37][CH2:38][N:33]([CH2:32][CH2:31][NH:30][C:26](=[O:27])[C:25]([C:18]2[C:19]3[C:24](=[CH:23][CH:22]=[CH:21][CH:20]=3)[N:16]([CH:13]([CH3:15])[CH3:14])[CH:17]=2)=[O:29])[CH2:34][CH2:35]1.[OH:41][CH2:40][CH2:39][CH:36]1[CH2:37][CH2:38][N:33]([CH2:32][CH2:31][NH:30][C:26](=[O:27])[C:25]([C:18]2[C:19]3[C:24](=[CH:23][CH:22]=[CH:21][CH:20]=3)[N:16]([CH:13]([CH3:15])[CH3:14])[CH:17]=2)=[O:29])[CH2:34][CH2:35]1, predict the reactants needed to synthesize it. The reactants are: C(N1C2C(=CC=CC=2)C=C1)(C)C.[CH:13]([N:16]1[C:24]2[C:19](=[CH:20][CH:21]=[CH:22][CH:23]=2)[C:18]([C:25](=[O:29])[C:26]([Cl:28])=[O:27])=[CH:17]1)([CH3:15])[CH3:14].[NH2:30][CH2:31][CH2:32][N:33]1[CH2:38][CH2:37][CH:36]([CH2:39][CH2:40][OH:41])[CH2:35][CH2:34]1.C(N(CC)CC)C. (5) Given the product [ClH:36].[OH:1][C@H:2]([CH2:3][N:31]1[CH2:35][CH2:34][CH2:33][CH2:32]1)[CH2:4][N:5]1[C:13]2[C:8](=[CH:9][C:10]([N:14]3[CH:19]=[CH:18][C:17]([C:20]4[CH:25]=[CH:24][C:23]([C:26]([F:27])([F:28])[F:29])=[CH:22][CH:21]=4)=[CH:16][C:15]3=[O:30])=[CH:11][CH:12]=2)[CH:7]=[N:6]1, predict the reactants needed to synthesize it. The reactants are: [O:1]1[CH2:3][C@@H:2]1[CH2:4][N:5]1[C:13]2[C:8](=[CH:9][C:10]([N:14]3[CH:19]=[CH:18][C:17]([C:20]4[CH:25]=[CH:24][C:23]([C:26]([F:29])([F:28])[F:27])=[CH:22][CH:21]=4)=[CH:16][C:15]3=[O:30])=[CH:11][CH:12]=2)[CH:7]=[N:6]1.[NH:31]1[CH2:35][CH2:34][CH2:33][CH2:32]1.[ClH:36]. (6) Given the product [C:1]([N:5]([CH3:20])[C:6]([C:8]1[CH:13]=[CH:12][C:11]([C:14]#[C:15][C:24]2[CH:25]=[CH:26][CH:27]=[C:22]([F:21])[CH:23]=2)=[CH:10][N:9]=1)=[O:7])([CH3:4])([CH3:3])[CH3:2], predict the reactants needed to synthesize it. The reactants are: [C:1]([N:5]([CH3:20])[C:6]([C:8]1[CH:13]=[CH:12][C:11]([C:14]#[C:15][Si](C)(C)C)=[CH:10][N:9]=1)=[O:7])([CH3:4])([CH3:3])[CH3:2].[F:21][C:22]1[CH:27]=[CH:26][CH:25]=[C:24](I)[CH:23]=1.CCN(CC)CC.CCCC[N+](CCCC)(CCCC)CCCC.[F-].C1COCC1.